This data is from Reaction yield outcomes from USPTO patents with 853,638 reactions. The task is: Predict the reaction yield, written as a fraction of the theoretical maximum amount of product (1.0 means a 100% yield; for example, 0.34 means a 34% yield). The reactants are [CH3:1][C:2]1[N:3]=[CH:4][NH:5][CH:6]=1.[H-].[Na+].[CH3:9][Si:10]([CH3:17])([CH3:16])[CH2:11][CH2:12][O:13][CH2:14]Cl. The catalyst is C1COCC1. The product is [CH3:1][C:2]1[N:3]=[CH:4][N:5]([CH2:14][O:13][CH2:12][CH2:11][Si:10]([CH3:17])([CH3:16])[CH3:9])[CH:6]=1. The yield is 0.710.